Dataset: Catalyst prediction with 721,799 reactions and 888 catalyst types from USPTO. Task: Predict which catalyst facilitates the given reaction. (1) Product: [C:23]([O:27][C:28]([N:30]1[CH2:35][CH2:34][CH:33]([NH:36][S:12]([C:5]2[C:6]3[CH2:7][CH2:8][CH2:9][CH2:10][C:11]=3[C:2]([F:1])=[CH:3][CH:4]=2)(=[O:14])=[O:13])[CH2:32][CH2:31]1)=[O:29])([CH3:26])([CH3:24])[CH3:25]. Reactant: [F:1][C:2]1[C:11]2[CH2:10][CH2:9][CH2:8][CH2:7][C:6]=2[C:5]([S:12](Cl)(=[O:14])=[O:13])=[CH:4][CH:3]=1.C(N(CC)CC)C.[C:23]([O:27][C:28]([N:30]1[CH2:35][CH2:34][CH:33]([NH2:36])[CH2:32][CH2:31]1)=[O:29])([CH3:26])([CH3:25])[CH3:24]. The catalyst class is: 266. (2) Reactant: [NH2:1][C:2]([C:8]1[CH:13]=[C:12]([Br:14])[CH:11]=[CH:10][C:9]=1[F:15])([CH:5]1[CH2:7][CH2:6]1)[CH2:3][OH:4].C(=O)([O-])O.[Na+].[Cl:21][CH2:22][C:23](Cl)=[O:24]. Product: [Br:14][C:12]1[CH:11]=[CH:10][C:9]([F:15])=[C:8]([C:2]([NH:1][C:23](=[O:24])[CH2:22][Cl:21])([CH:5]2[CH2:7][CH2:6]2)[CH2:3][OH:4])[CH:13]=1. The catalyst class is: 4. (3) Reactant: [Br:1][C:2]1[CH:7]=[CH:6][CH:5]=[CH:4][C:3]=1[NH:8][C:9]([C@:11]1([CH3:26])[CH2:15][CH2:14][CH2:13][N:12]1[C:16]([O:18][CH2:19][C:20]1[CH:25]=[CH:24][CH:23]=[CH:22][CH:21]=1)=[O:17])=O.COC1C=CC(P2(SP(C3C=CC(OC)=CC=3)(=S)S2)=[S:36])=CC=1. Product: [Br:1][C:2]1[CH:7]=[CH:6][CH:5]=[CH:4][C:3]=1[NH:8][C:9]([C@:11]1([CH3:26])[CH2:15][CH2:14][CH2:13][N:12]1[C:16]([O:18][CH2:19][C:20]1[CH:25]=[CH:24][CH:23]=[CH:22][CH:21]=1)=[O:17])=[S:36]. The catalyst class is: 11. (4) Reactant: Cl[C:2]1[C:7]([N+:8]([O-:10])=[O:9])=[CH:6][CH:5]=[C:4]([Cl:11])[N:3]=1.Cl.[NH2:13][CH2:14][CH2:15][C:16]([O:18][CH2:19][CH3:20])=[O:17].C(N(C(C)C)CC)(C)C.C([O-])(O)=O.[Na+]. Product: [Cl:11][C:4]1[N:3]=[C:2]([NH:13][CH2:14][CH2:15][C:16]([O:18][CH2:19][CH3:20])=[O:17])[C:7]([N+:8]([O-:10])=[O:9])=[CH:6][CH:5]=1. The catalyst class is: 9. (5) Reactant: [CH3:1][O:2][C:3]1[CH:4]=[CH:5][C:6]([C@H:9]2[CH2:11][C@@H:10]2[CH2:12][O:13][C:14]2[C:23]([C:24]3[CH2:29][N:28]([C:30]([O:32][C:33]([CH3:36])([CH3:35])[CH3:34])=[O:31])[CH2:27][CH2:26][CH:25]=3)=[CH:22][C:21]3[C:16](=[CH:17][CH:18]=[CH:19][N:20]=3)[N:15]=2)=[N:7][CH:8]=1. Product: [CH3:1][O:2][C:3]1[CH:4]=[CH:5][C:6]([C@H:9]2[CH2:11][C@@H:10]2[CH2:12][O:13][C:14]2[C:23]([CH:24]3[CH2:25][CH2:26][CH2:27][N:28]([C:30]([O:32][C:33]([CH3:36])([CH3:35])[CH3:34])=[O:31])[CH2:29]3)=[CH:22][C:21]3[C:16](=[CH:17][CH:18]=[CH:19][N:20]=3)[N:15]=2)=[N:7][CH:8]=1. The catalyst class is: 29. (6) Reactant: [CH2:1]([O:5][CH2:6][CH2:7][O:8][C:9]1[CH:14]=[CH:13][C:12]([C:15]2[CH:16]=[CH:17][C:18]3[N:24]([CH2:25][CH:26]([CH3:28])[CH3:27])[CH2:23][CH2:22][C:21]([C:29]([NH:31][C:32]4[CH:37]=[CH:36][C:35]([S:38][CH2:39][C:40]5[N:41]=[N:42][C:43]([CH3:47])=[C:44]([CH3:46])[N:45]=5)=[CH:34][CH:33]=4)=[O:30])=[CH:20][C:19]=3[CH:48]=2)=[CH:11][CH:10]=1)[CH2:2][CH2:3][CH3:4].ClC1C=CC=C(C(OO)=[O:57])C=1.S([O-])([O-])(=O)=S.[Na+].[Na+]. Product: [CH2:1]([O:5][CH2:6][CH2:7][O:8][C:9]1[CH:10]=[CH:11][C:12]([C:15]2[CH:16]=[CH:17][C:18]3[N:24]([CH2:25][CH:26]([CH3:27])[CH3:28])[CH2:23][CH2:22][C:21]([C:29]([NH:31][C:32]4[CH:33]=[CH:34][C:35]([S:38]([CH2:39][C:40]5[N:41]=[N:42][C:43]([CH3:47])=[C:44]([CH3:46])[N:45]=5)=[O:57])=[CH:36][CH:37]=4)=[O:30])=[CH:20][C:19]=3[CH:48]=2)=[CH:13][CH:14]=1)[CH2:2][CH2:3][CH3:4]. The catalyst class is: 4.